From a dataset of Peptide-MHC class II binding affinity with 134,281 pairs from IEDB. Regression. Given a peptide amino acid sequence and an MHC pseudo amino acid sequence, predict their binding affinity value. This is MHC class II binding data. (1) The binding affinity (normalized) is 0.436. The peptide sequence is PANDKFTVFEAAFNNAIKAS. The MHC is HLA-DPA10103-DPB10401 with pseudo-sequence HLA-DPA10103-DPB10401. (2) The peptide sequence is SCLKSFFWFNEVLDL. The MHC is DRB1_0101 with pseudo-sequence DRB1_0101. The binding affinity (normalized) is 0.510. (3) The peptide sequence is YWFAPGAGAAPLSWS. The MHC is DRB1_1501 with pseudo-sequence DRB1_1501. The binding affinity (normalized) is 0.174. (4) The peptide sequence is GMMVLKIVRNMEKYQ. The MHC is DRB1_1302 with pseudo-sequence DRB1_1302. The binding affinity (normalized) is 0.468. (5) The peptide sequence is YLMDEEVPAYDKH. The MHC is DRB1_1501 with pseudo-sequence DRB1_1501. The binding affinity (normalized) is 0.104. (6) The peptide sequence is IYKASPTLAFPAGVC. The MHC is HLA-DPA10301-DPB10402 with pseudo-sequence HLA-DPA10301-DPB10402. The binding affinity (normalized) is 0.207.